This data is from Tyrosyl-DNA phosphodiesterase HTS with 341,365 compounds. The task is: Binary Classification. Given a drug SMILES string, predict its activity (active/inactive) in a high-throughput screening assay against a specified biological target. (1) The result is 0 (inactive). The molecule is O1CCN(CCCNC(=O)C(/NC(=O)c2ccc(cc2)C)=C\c2ccc(C(C)C)cc2)CC1. (2) The drug is S(c1n(CCC)c(=O)[nH]n1)CC(=O)NC(=O)NCc1occc1. The result is 1 (active). (3) The compound is O1C(CCC1)C(=O)Nc1c(OC)ccc([N+]([O-])=O)c1. The result is 0 (inactive).